This data is from NCI-60 drug combinations with 297,098 pairs across 59 cell lines. The task is: Regression. Given two drug SMILES strings and cell line genomic features, predict the synergy score measuring deviation from expected non-interaction effect. (1) Drug 1: CC12CCC3C(C1CCC2=O)CC(=C)C4=CC(=O)C=CC34C. Drug 2: CC1C(C(CC(O1)OC2CC(CC3=C2C(=C4C(=C3O)C(=O)C5=C(C4=O)C(=CC=C5)OC)O)(C(=O)C)O)N)O.Cl. Cell line: 786-0. Synergy scores: CSS=75.1, Synergy_ZIP=3.77, Synergy_Bliss=5.63, Synergy_Loewe=-2.33, Synergy_HSA=6.32. (2) Drug 1: CN(C)N=NC1=C(NC=N1)C(=O)N. Drug 2: C1CN1P(=S)(N2CC2)N3CC3. Cell line: NCI-H522. Synergy scores: CSS=13.0, Synergy_ZIP=-4.95, Synergy_Bliss=-1.60, Synergy_Loewe=-4.21, Synergy_HSA=0.200. (3) Drug 1: CC(CN1CC(=O)NC(=O)C1)N2CC(=O)NC(=O)C2. Drug 2: C1=CN(C(=O)N=C1N)C2C(C(C(O2)CO)O)O.Cl. Cell line: NCI-H226. Synergy scores: CSS=12.5, Synergy_ZIP=-6.54, Synergy_Bliss=-5.00, Synergy_Loewe=-5.11, Synergy_HSA=-2.89.